The task is: Regression. Given two drug SMILES strings and cell line genomic features, predict the synergy score measuring deviation from expected non-interaction effect.. This data is from NCI-60 drug combinations with 297,098 pairs across 59 cell lines. (1) Drug 1: CC1=C(N=C(N=C1N)C(CC(=O)N)NCC(C(=O)N)N)C(=O)NC(C(C2=CN=CN2)OC3C(C(C(C(O3)CO)O)O)OC4C(C(C(C(O4)CO)O)OC(=O)N)O)C(=O)NC(C)C(C(C)C(=O)NC(C(C)O)C(=O)NCCC5=NC(=CS5)C6=NC(=CS6)C(=O)NCCC[S+](C)C)O. Drug 2: C1CC(=O)NC(=O)C1N2C(=O)C3=CC=CC=C3C2=O. Cell line: HCT-15. Synergy scores: CSS=51.7, Synergy_ZIP=1.35, Synergy_Bliss=0.920, Synergy_Loewe=-24.2, Synergy_HSA=2.43. (2) Drug 1: CC(C)(C#N)C1=CC(=CC(=C1)CN2C=NC=N2)C(C)(C)C#N. Drug 2: B(C(CC(C)C)NC(=O)C(CC1=CC=CC=C1)NC(=O)C2=NC=CN=C2)(O)O. Cell line: RXF 393. Synergy scores: CSS=19.4, Synergy_ZIP=1.13, Synergy_Bliss=-1.16, Synergy_Loewe=-25.3, Synergy_HSA=-2.08. (3) Drug 1: C1CCC(C(C1)N)N.C(=O)(C(=O)[O-])[O-].[Pt+4]. Synergy scores: CSS=43.8, Synergy_ZIP=0.104, Synergy_Bliss=-0.588, Synergy_Loewe=-15.1, Synergy_HSA=1.97. Cell line: SNB-75. Drug 2: CC1CCCC2(C(O2)CC(NC(=O)CC(C(C(=O)C(C1O)C)(C)C)O)C(=CC3=CSC(=N3)C)C)C. (4) Drug 1: C1=C(C(=O)NC(=O)N1)F. Drug 2: CC1=C(C=C(C=C1)C(=O)NC2=CC(=CC(=C2)C(F)(F)F)N3C=C(N=C3)C)NC4=NC=CC(=N4)C5=CN=CC=C5. Cell line: UO-31. Synergy scores: CSS=23.5, Synergy_ZIP=-2.42, Synergy_Bliss=-5.45, Synergy_Loewe=-5.65, Synergy_HSA=-5.12. (5) Synergy scores: CSS=28.9, Synergy_ZIP=-3.54, Synergy_Bliss=6.57, Synergy_Loewe=6.36, Synergy_HSA=7.87. Cell line: NCI-H226. Drug 1: COC1=C(C=C2C(=C1)N=CN=C2NC3=CC(=C(C=C3)F)Cl)OCCCN4CCOCC4. Drug 2: C1CN1P(=S)(N2CC2)N3CC3. (6) Synergy scores: CSS=54.4, Synergy_ZIP=-1.84, Synergy_Bliss=-1.01, Synergy_Loewe=2.27, Synergy_HSA=1.37. Drug 1: CC1CCCC2(C(O2)CC(NC(=O)CC(C(C(=O)C(C1O)C)(C)C)O)C(=CC3=CSC(=N3)C)C)C. Cell line: UACC62. Drug 2: CC1C(C(CC(O1)OC2CC(CC3=C2C(=C4C(=C3O)C(=O)C5=C(C4=O)C(=CC=C5)OC)O)(C(=O)CO)O)N)O.Cl. (7) Drug 1: C1=NC2=C(N=C(N=C2N1C3C(C(C(O3)CO)O)O)F)N. Drug 2: CC1=C(C=C(C=C1)C(=O)NC2=CC(=CC(=C2)C(F)(F)F)N3C=C(N=C3)C)NC4=NC=CC(=N4)C5=CN=CC=C5. Cell line: M14. Synergy scores: CSS=2.89, Synergy_ZIP=0.265, Synergy_Bliss=2.17, Synergy_Loewe=0.353, Synergy_HSA=0.696. (8) Drug 1: CNC(=O)C1=CC=CC=C1SC2=CC3=C(C=C2)C(=NN3)C=CC4=CC=CC=N4. Drug 2: C1CN(CCN1C(=O)CCBr)C(=O)CCBr. Cell line: T-47D. Synergy scores: CSS=0.928, Synergy_ZIP=-2.17, Synergy_Bliss=0.902, Synergy_Loewe=-0.343, Synergy_HSA=0.282. (9) Drug 1: C1CCC(C1)C(CC#N)N2C=C(C=N2)C3=C4C=CNC4=NC=N3. Drug 2: C1=C(C(=O)NC(=O)N1)F. Cell line: SN12C. Synergy scores: CSS=26.2, Synergy_ZIP=3.54, Synergy_Bliss=-0.633, Synergy_Loewe=0.422, Synergy_HSA=1.98. (10) Drug 1: C1=CC(=C2C(=C1NCCNCCO)C(=O)C3=C(C=CC(=C3C2=O)O)O)NCCNCCO. Drug 2: C1C(C(OC1N2C=C(C(=O)NC2=O)F)CO)O. Cell line: SK-MEL-2. Synergy scores: CSS=37.7, Synergy_ZIP=-1.27, Synergy_Bliss=0.140, Synergy_Loewe=-10.7, Synergy_HSA=0.965.